Dataset: Forward reaction prediction with 1.9M reactions from USPTO patents (1976-2016). Task: Predict the product of the given reaction. (1) Given the reactants [ClH:1].O1CCOCC1.[F:8][C:9]1[CH:10]=[C:11]([CH:44]=[CH:45][CH:46]=1)[CH2:12][O:13][C:14]1[CH:43]=[CH:42][C:17]([O:18][CH:19]2[CH2:24][CH2:23][N:22]([C:25]([O:27][C:28]3[CH:29]=[N:30][CH:31]=[C:32]([NH:34]C(OC(C)(C)C)=O)[CH:33]=3)=[O:26])[CH2:21][CH2:20]2)=[CH:16][CH:15]=1, predict the reaction product. The product is: [ClH:1].[F:8][C:9]1[CH:10]=[C:11]([CH:44]=[CH:45][CH:46]=1)[CH2:12][O:13][C:14]1[CH:43]=[CH:42][C:17]([O:18][C:19]2[CH:20]=[CH:21][N:22]([C:25]([O:27][CH:28]3[CH2:33][CH:32]([NH2:34])[CH2:31][NH:30][CH2:29]3)=[O:26])[CH2:23][CH:24]=2)=[CH:16][CH:15]=1. (2) Given the reactants Br[C:2]1[CH:12]=[CH:11][C:5]([C:6]([N:8]([CH3:10])[CH3:9])=[O:7])=[CH:4][C:3]=1[CH3:13].[B:14]1([B:14]2[O:18][C:17]([CH3:20])([CH3:19])[C:16]([CH3:22])([CH3:21])[O:15]2)[O:18][C:17]([CH3:20])([CH3:19])[C:16]([CH3:22])([CH3:21])[O:15]1.C([O-])(=O)C.[K+], predict the reaction product. The product is: [CH3:9][N:8]([CH3:10])[C:6](=[O:7])[C:5]1[CH:11]=[CH:12][C:2]([B:14]2[O:18][C:17]([CH3:20])([CH3:19])[C:16]([CH3:22])([CH3:21])[O:15]2)=[C:3]([CH3:13])[CH:4]=1. (3) Given the reactants C1(P(C2C=CC=CC=2)C2C=CC=CC=2)C=CC=CC=1.Br[C:21]1[CH:26]=[C:25]([F:27])[CH:24]=[CH:23][C:22]=1[NH:28][C:29](=[O:31])[CH3:30].[CH3:32][C:33]([OH:37])([C:35]#[CH:36])[CH3:34].C(N(CC)CC)C, predict the reaction product. The product is: [F:27][C:25]1[CH:24]=[CH:23][C:22]([NH:28][C:29](=[O:31])[CH3:30])=[C:21]([C:36]#[C:35][C:33]([OH:37])([CH3:34])[CH3:32])[CH:26]=1. (4) Given the reactants [I-].[NH2:2][N+:3]1[CH:8]=[CH:7][C:6]([Br:9])=[CH:5][CH:4]=1.C(=O)([O-])[O-].[K+].[K+].[C:16]([O:20][CH2:21][CH3:22])(=[O:19])[C:17]#[CH:18], predict the reaction product. The product is: [Br:9][C:6]1[CH:7]=[CH:8][N:3]2[N:2]=[CH:18][C:17]([C:16]([O:20][CH2:21][CH3:22])=[O:19])=[C:4]2[CH:5]=1. (5) Given the reactants [C@H:1]12[CH2:6][C@H:5]1[CH2:4][NH:3][C@@H:2]2[CH2:7][NH:8][C:9]([C:11]1[N:18]2[C:14]([S:15][CH:16]=[CH:17]2)=[N:13][C:12]=1[CH3:19])=[O:10].[NH2:20][C:21]1[S:22][CH:23]=[C:24]([C:26]2[CH:34]=[CH:33][CH:32]=[CH:31][C:27]=2[C:28](O)=[O:29])[N:25]=1, predict the reaction product. The product is: [NH2:20][C:21]1[S:22][CH:23]=[C:24]([C:26]2[CH:34]=[CH:33][CH:32]=[CH:31][C:27]=2[C:28]([N:3]2[CH2:4][C@H:5]3[C@H:1]([CH2:6]3)[C@H:2]2[CH2:7][NH:8][C:9]([C:11]2[N:18]3[C:14]([S:15][CH:16]=[CH:17]3)=[N:13][C:12]=2[CH3:19])=[O:10])=[O:29])[N:25]=1. (6) Given the reactants [Br:1][C:2]1[CH:7]=[CH:6][C:5]([C:8]2([NH2:11])[CH2:10][CH2:9]2)=[CH:4][CH:3]=1.[CH2:12]1[CH2:16]OC[CH2:13]1.[CH:17](=O)[CH2:18][CH3:19].[BH3-]C#N.[Na+], predict the reaction product. The product is: [Br:1][C:2]1[CH:3]=[CH:4][C:5]([C:8]2([N:11]([CH2:13][CH2:12][CH3:16])[CH2:17][CH2:18][CH3:19])[CH2:9][CH2:10]2)=[CH:6][CH:7]=1.